This data is from Full USPTO retrosynthesis dataset with 1.9M reactions from patents (1976-2016). The task is: Predict the reactants needed to synthesize the given product. (1) Given the product [CH2:14]([N:11]1[C:6]2=[N:7][C:8]([CH2:9][CH3:10])=[C:3]([CH2:2][NH:1][C:31]([C:27]3[C:28]([CH3:30])=[N:29][C:24]([CH3:23])=[N:25][CH:26]=3)=[O:32])[C:4]([NH:16][CH:17]3[CH2:18][CH2:19][O:20][CH2:21][CH2:22]3)=[C:5]2[CH:13]=[N:12]1)[CH3:15], predict the reactants needed to synthesize it. The reactants are: [NH2:1][CH2:2][C:3]1[C:8]([CH2:9][CH3:10])=[N:7][C:6]2[N:11]([CH2:14][CH3:15])[N:12]=[CH:13][C:5]=2[C:4]=1[NH:16][CH:17]1[CH2:22][CH2:21][O:20][CH2:19][CH2:18]1.[CH3:23][C:24]1[N:29]=[C:28]([CH3:30])[C:27]([C:31](O)=[O:32])=[CH:26][N:25]=1.CCN(C(C)C)C(C)C. (2) Given the product [CH3:1][S:2]([CH2:3][C:4]1[CH:9]=[CH:8][CH:7]=[C:6]([N+:10]([O-:12])=[O:11])[CH:5]=1)=[O:14], predict the reactants needed to synthesize it. The reactants are: [CH3:1][S:2][CH2:3][C:4]1[CH:9]=[CH:8][CH:7]=[C:6]([N+:10]([O-:12])=[O:11])[CH:5]=1.I(O)(=O)(=O)=[O:14].O.O.O.O.O.S([O-])([O-])(=O)=S.[Na+].[Na+].[Cl-].[Na+]. (3) Given the product [NH2:13][C:14]1[C:22]2[C:21]([C:23]3[CH:28]=[CH:27][CH:26]=[C:25]([NH:29][C:9]4[NH:8][C:12]5[CH:39]=[CH:40][C:35]([C:34]([F:44])([F:43])[F:33])=[CH:36][C:11]=5[N:10]=4)[CH:24]=3)=[N:20][CH:19]=[N:18][C:17]=2[S:16][C:15]=1[C:30]([NH2:32])=[O:31], predict the reactants needed to synthesize it. The reactants are: [N:8]1(C([N:8]2[CH:12]=[CH:11][N:10]=[CH:9]2)=S)[CH:12]=[CH:11][N:10]=[CH:9]1.[NH2:13][C:14]1[C:22]2[C:21]([C:23]3[CH:28]=[CH:27][CH:26]=[C:25]([NH2:29])[CH:24]=3)=[N:20][CH:19]=[N:18][C:17]=2[S:16][C:15]=1[C:30]([NH2:32])=[O:31].[F:33][C:34]([F:44])([F:43])[C:35]1[CH:36]=C(N)C(N)=[CH:39][CH:40]=1. (4) Given the product [CH3:1][N:2]1[C:10]2[C:5](=[CH:6][C:7]([C:11]3[N:16]4[N:17]=[C:18]([NH:20][C:22]5[CH:23]=[C:24]([S:28]([NH2:31])(=[O:30])=[O:29])[CH:25]=[CH:26][CH:27]=5)[N:19]=[C:15]4[CH:14]=[N:13][CH:12]=3)=[CH:8][CH:9]=2)[CH:4]=[N:3]1, predict the reactants needed to synthesize it. The reactants are: [CH3:1][N:2]1[C:10]2[C:5](=[CH:6][C:7]([C:11]3[N:16]4[N:17]=[C:18]([NH2:20])[N:19]=[C:15]4[CH:14]=[N:13][CH:12]=3)=[CH:8][CH:9]=2)[CH:4]=[N:3]1.Cl[C:22]1[CH:23]=[C:24]([S:28]([NH2:31])(=[O:30])=[O:29])[CH:25]=[CH:26][CH:27]=1.C1(P(C2CCCCC2)C2C=CC=CC=2C2C=CC=CC=2N(C)C)CCCCC1. (5) Given the product [Cl:30][C:27]1[CH:28]=[CH:29][C:24]([C:14]2[N:13]([CH:5]([CH:6]3[CH2:12][CH2:11][CH2:10][CH2:9][CH2:8][CH2:7]3)[CH2:4][OH:3])[C:17]3[CH:18]=[C:19]([F:23])[C:20]([F:22])=[CH:21][C:16]=3[N:15]=2)=[CH:25][CH:26]=1, predict the reactants needed to synthesize it. The reactants are: C([O:3][C:4](=O)[CH:5]([N:13]1[C:17]2[CH:18]=[C:19]([F:23])[C:20]([F:22])=[CH:21][C:16]=2[N:15]=[C:14]1[C:24]1[CH:29]=[CH:28][C:27]([Cl:30])=[CH:26][CH:25]=1)[CH:6]1[CH2:12][CH2:11][CH2:10][CH2:9][CH2:8][CH2:7]1)C.[H-].[Al+3].[Li+].[H-].[H-].[H-].C(C(C(C([O-])=O)O)O)([O-])=O.[K+].[Na+].C(OCC)(=O)C. (6) Given the product [Br:1][C:2]1[N:6]2[C:7](=[O:13])[CH:8]=[C:9]([CH2:11][N:21]3[C:20]([C:23]([F:24])([F:26])[F:25])=[C:19]([F:27])[C:18]([CH:15]4[CH2:16][CH2:17]4)=[N:22]3)[N:10]=[C:5]2[S:4][C:3]=1[CH3:14].[Br:1][C:2]1[N:6]2[C:7](=[O:13])[CH:8]=[C:9]([CH2:11][N:22]3[C:18]([CH:15]4[CH2:17][CH2:16]4)=[C:19]([F:27])[C:20]([C:23]([F:26])([F:24])[F:25])=[N:21]3)[N:10]=[C:5]2[S:4][C:3]=1[CH3:14], predict the reactants needed to synthesize it. The reactants are: [Br:1][C:2]1[N:6]2[C:7](=[O:13])[CH:8]=[C:9]([CH2:11]Cl)[N:10]=[C:5]2[S:4][C:3]=1[CH3:14].[CH:15]1([C:18]2[NH:22][N:21]=[C:20]([C:23]([F:26])([F:25])[F:24])[C:19]=2[F:27])[CH2:17][CH2:16]1.[I-].[K+].C(=O)([O-])[O-].[K+].[K+]. (7) Given the product [C:6]([C:5]1[CH:4]=[CH:3][C:2]([O:1][CH2:32][CH:33]([OH:35])[CH2:34][O:22][CH2:23][CH2:24][CH2:25][CH2:26][O:27][C:28](=[O:31])[CH:29]=[CH2:30])=[CH:15][CH:14]=1)(=[O:7])[C:8]1[CH:13]=[CH:12][CH:11]=[CH:10][CH:9]=1, predict the reactants needed to synthesize it. The reactants are: [OH:1][C:2]1[CH:15]=[CH:14][C:5]([C:6]([C:8]2[CH:13]=[CH:12][CH:11]=[CH:10][CH:9]=2)=[O:7])=[CH:4][CH:3]=1.C(=O)([O-])[O-].[K+].[K+].[OH:22][CH2:23][CH2:24][CH2:25][CH2:26][O:27][C:28](=[O:31])[CH:29]=[CH2:30].[CH2:32](OCC1OC1)[CH:33]1[O:35][CH2:34]1.